From a dataset of Reaction yield outcomes from USPTO patents with 853,638 reactions. Predict the reaction yield, written as a fraction of the theoretical maximum amount of product (1.0 means a 100% yield; for example, 0.34 means a 34% yield). (1) The reactants are [F:1][C:2]1[CH:7]=[CH:6][C:5]([N:8]([N:13]=[O:14])[CH2:9][C:10]([OH:12])=O)=[CH:4][CH:3]=1. The catalyst is C(OC(=O)C)(=O)C. The product is [F:1][C:2]1[CH:3]=[CH:4][C:5]([N:8]2[CH:9]=[C:10]([O-:12])[O+:14]=[N:13]2)=[CH:6][CH:7]=1. The yield is 1.00. (2) The reactants are C([C@@H:3]1[C@@H:7]([C:8]2[CH:13]=[CH:12][CH:11]=[CH:10][CH:9]=2)[O:6][C:5]([CH3:15])([CH3:14])[N:4]1[C:16]([O:18][C:19]([CH3:22])([CH3:21])[CH3:20])=[O:17])=O.C1(P(=[CH:42][CH:43]=[O:44])(C2C=CC=CC=2)C2C=CC=CC=2)C=CC=CC=1.Cl[CH2:46]Cl. No catalyst specified. The product is [CH3:14][C:5]1([CH3:15])[N:4]([C:16]([O:18][C:19]([CH3:21])([CH3:20])[CH3:22])=[O:17])[C@H:3](/[CH:46]=[CH:42]/[CH:43]=[O:44])[C@@H:7]([C:8]2[CH:13]=[CH:12][CH:11]=[CH:10][CH:9]=2)[O:6]1. The yield is 0.680. (3) The reactants are [H-].[Na+].[OH:3][C:4]1[CH:9]=[CH:8][CH:7]=[CH:6][C:5]=1[C:10](=[O:12])[CH3:11].[CH3:13][O:14][CH2:15]Cl.C(=O)([O-])O.[Na+]. The catalyst is C1COCC1. The product is [CH3:13][O:14][CH2:15][O:3][C:4]1[CH:9]=[CH:8][CH:7]=[CH:6][C:5]=1[C:10](=[O:12])[CH3:11]. The yield is 1.00. (4) The reactants are Br[C:2]1[CH:7]=[C:6]([O:8][C:9]2[CH:10]=[C:11]([CH:23]=[CH:24][CH:25]=2)[C:12]([NH:14][C:15]2[CH:20]=[C:19]([CH3:21])[CH:18]=[CH:17][C:16]=2[F:22])=[O:13])[CH:5]=[CH:4][N:3]=1.CC1(C)C(C)(C)OB([C:34]2[NH:38][CH:37]=[C:36]([C:39]([O-:41])=[O:40])[CH:35]=2)O1.[CH2:43](Cl)Cl. The catalyst is C1C=CC(P(C2C=CC=CC=2)[C-]2C=CC=C2)=CC=1.C1C=CC(P(C2C=CC=CC=2)[C-]2C=CC=C2)=CC=1.Cl[Pd]Cl.[Fe+2]. The product is [CH3:43][O:41][C:39]([C:36]1[CH:35]=[C:34]([C:2]2[CH:7]=[C:6]([O:8][C:9]3[CH:25]=[CH:24][CH:23]=[C:11]([C:12](=[O:13])[NH:14][C:15]4[CH:20]=[C:19]([CH3:21])[CH:18]=[CH:17][C:16]=4[F:22])[CH:10]=3)[CH:5]=[CH:4][N:3]=2)[NH:38][CH:37]=1)=[O:40]. The yield is 0.580. (5) The reactants are [NH2:1][CH2:2][CH2:3][O:4][CH2:5][CH2:6][NH:7][C:8]1[N:9]=[N+:10]([O-:19])[C:11]2[CH:18]=[CH:17][CH:16]=[CH:15][C:12]=2[N+:13]=1[O-:14].N1([C:25]([C:27]2[C:40]3[C:31](=[CH:32][C:33]4[C:38]([N:39]=3)=[CH:37][CH:36]=[CH:35][CH:34]=4)[CH:30]=[CH:29][CH:28]=2)=[O:26])C=CN=C1. The catalyst is C1COCC1. The product is [O-:19][N+:10]1[C:11]2[CH:18]=[CH:17][CH:16]=[CH:15][C:12]=2[N+:13]([O-:14])=[C:8]([NH:7][CH2:6][CH2:5][O:4][CH2:3][CH2:2][NH:1][C:25]([C:27]2[C:40]3[C:31](=[CH:32][C:33]4[C:38]([N:39]=3)=[CH:37][CH:36]=[CH:35][CH:34]=4)[CH:30]=[CH:29][CH:28]=2)=[O:26])[N:9]=1. The yield is 0.970.